Dataset: Reaction yield outcomes from USPTO patents with 853,638 reactions. Task: Predict the reaction yield, written as a fraction of the theoretical maximum amount of product (1.0 means a 100% yield; for example, 0.34 means a 34% yield). (1) The reactants are C([O:3][C:4]([C:6]1[NH:7][C:8]([S:11]([N:14]2[CH2:19][CH2:18][CH:17]([S:20][C:21]3[CH:26]=[C:25]([C:27]([CH3:30])([CH3:29])[CH3:28])[C:24]([OH:31])=[C:23]([C:32]([CH3:35])([CH3:34])[CH3:33])[CH:22]=3)[CH2:16][CH2:15]2)(=[O:13])=[O:12])=[N:9][CH:10]=1)=O)C.[H-].[H-].[H-].[H-].[Li+].[Al+3]. The catalyst is C1COCC1. The product is [C:27]([C:25]1[CH:26]=[C:21]([S:20][CH:17]2[CH2:16][CH2:15][N:14]([S:11]([C:8]3[NH:7][C:6]([CH2:4][OH:3])=[CH:10][N:9]=3)(=[O:13])=[O:12])[CH2:19][CH2:18]2)[CH:22]=[C:23]([C:32]([CH3:35])([CH3:34])[CH3:33])[C:24]=1[OH:31])([CH3:30])([CH3:29])[CH3:28]. The yield is 0.720. (2) The reactants are [Cl:1][C:2]1[N:11]=[C:10]([N:12]([C:14]2[CH:19]=[CH:18][C:17]([O:20]C)=[CH:16][CH:15]=2)[CH3:13])[C:9]2[C:4](=[CH:5][CH:6]=[CH:7][CH:8]=2)[N:3]=1.B(Br)(Br)Br. The catalyst is ClCCl.C(OCC)(=O)C. The product is [Cl:1][C:2]1[N:11]=[C:10]([N:12]([C:14]2[CH:15]=[CH:16][C:17]([OH:20])=[CH:18][CH:19]=2)[CH3:13])[C:9]2[C:4](=[CH:5][CH:6]=[CH:7][CH:8]=2)[N:3]=1. The yield is 0.570. (3) The reactants are [Si]([O:8][CH2:9][CH2:10][NH:11][S:12]([C:15]1[S:16][C:17]([C:20]2[N:25]=[C:24]([NH:26][C:27]3[CH:31]=[C:30]([CH:32]4[CH2:34][CH2:33]4)[NH:29][N:28]=3)[C:23]([C:35]#[CH:36])=[CH:22][N:21]=2)=[CH:18][CH:19]=1)(=[O:14])=[O:13])(C(C)(C)C)(C)C.[F-].C([N+](CCCC)(CCCC)CCCC)CCC. The yield is 0.640. The product is [CH:32]1([C:30]2[CH:31]=[C:27]([NH:26][C:24]3[C:23]([C:35]#[CH:36])=[CH:22][N:21]=[C:20]([C:17]4[S:16][C:15]([S:12]([NH:11][CH2:10][CH2:9][OH:8])(=[O:13])=[O:14])=[CH:19][CH:18]=4)[N:25]=3)[NH:28][N:29]=2)[CH2:34][CH2:33]1. The catalyst is C1COCC1. (4) The reactants are [O:1]([C:8]1[CH:9]=[C:10]([CH:13]=[CH:14][CH:15]=1)[CH:11]=[O:12])[C:2]1[CH:7]=[CH:6][CH:5]=[CH:4][CH:3]=1.[BH4-].[Na+]. The catalyst is CO. The product is [O:1]([C:8]1[CH:9]=[C:10]([CH2:11][OH:12])[CH:13]=[CH:14][CH:15]=1)[C:2]1[CH:3]=[CH:4][CH:5]=[CH:6][CH:7]=1. The yield is 0.990. (5) The reactants are [OH:1][NH:2][C:3]([C:5]1[C:14]2[C:9](=[CH:10][CH:11]=[CH:12][CH:13]=2)[CH:8]=[CH:7][N:6]=1)=[NH:4].[C:15](O)(=O)[C:16]1[C:17](=[CH:19][CH:20]=[CH:21][CH:22]=1)[OH:18]. No catalyst specified. The product is [C:5]1([C:3]2[N:4]=[C:15]([C:16]3[CH:22]=[CH:21][CH:20]=[CH:19][C:17]=3[OH:18])[O:1][N:2]=2)[C:14]2[C:9](=[CH:10][CH:11]=[CH:12][CH:13]=2)[CH:8]=[CH:7][N:6]=1. The yield is 0.400. (6) The reactants are [O-]P([O-])([O-])=O.[K+].[K+].[K+].FC(F)(S(O[C:25]1[CH:34]=[CH:33][C:32]2[C:27](=[CH:28][CH:29]=[C:30]([C:35]3[CH:40]=[C:39]([N:41]4[CH:46]=[CH:45][C:44](=[O:47])[NH:43][C:42]4=[O:48])[CH:38]=[C:37]([C:49]([CH3:52])([CH3:51])[CH3:50])[C:36]=3[O:53][CH3:54])[CH:31]=2)[CH:26]=1)(=O)=O)C(F)(F)C(F)(F)C(F)(F)F.[CH3:56][S:57]([NH2:60])(=[O:59])=[O:58].CC1CCCO1.N[C@H](C(O)=O)CS.[Cl-].[Na+]. The catalyst is C1C=CC(/C=C/C(/C=C/C2C=CC=CC=2)=O)=CC=1.C1C=CC(/C=C/C(/C=C/C2C=CC=CC=2)=O)=CC=1.C1C=CC(/C=C/C(/C=C/C2C=CC=CC=2)=O)=CC=1.[Pd].[Pd].C(P(C(C)(C)C)C1C(OC)=CC=C(OC)C=1C1C(C(C)C)=CC(C(C)C)=CC=1C(C)C)(C)(C)C.O.O1CCCC1. The product is [C:49]([C:37]1[C:36]([O:53][CH3:54])=[C:35]([C:30]2[CH:31]=[C:32]3[C:27](=[CH:28][CH:29]=2)[CH:26]=[C:25]([NH:60][S:57]([CH3:56])(=[O:59])=[O:58])[CH:34]=[CH:33]3)[CH:40]=[C:39]([N:41]2[CH:46]=[CH:45][C:44](=[O:47])[NH:43][C:42]2=[O:48])[CH:38]=1)([CH3:51])([CH3:50])[CH3:52]. The yield is 0.946. (7) The reactants are [C:1]1(S)[C:10]2[C:5](=[CH:6][CH:7]=[CH:8][CH:9]=2)[CH:4]=[CH:3][CH:2]=1.[CH:12]1(Br)[CH2:15][CH2:14][CH2:13]1.C(=O)([O-])[O-].[K+].[K+].C(=O)(O)[O-].[K+].C1OCCOCCOCCOCCOCCOC1.O[O:47][S:48]([O-:50])=O.[K+]. The catalyst is O.CC(C)=O.ClCCl.C(#N)C. The product is [CH:12]1([S:48]([C:9]2[C:10]3[C:5](=[CH:4][CH:3]=[CH:2][CH:1]=3)[CH:6]=[CH:7][CH:8]=2)(=[O:50])=[O:47])[CH2:15][CH2:14][CH2:13]1. The yield is 0.140.